From a dataset of Full USPTO retrosynthesis dataset with 1.9M reactions from patents (1976-2016). Predict the reactants needed to synthesize the given product. (1) Given the product [CH2:1]([N:8]1[CH:13]2[CH:14]([O:16][Si:17]([C:20]([CH3:22])([CH3:21])[CH3:23])([CH3:18])[CH3:19])[CH2:15][CH:9]1[CH2:10][CH:11]([OH:24])[CH2:12]2)[C:2]1[CH:3]=[CH:4][CH:5]=[CH:6][CH:7]=1, predict the reactants needed to synthesize it. The reactants are: [CH2:1]([N:8]1[CH:13]2[CH:14]([O:16][Si:17]([C:20]([CH3:23])([CH3:22])[CH3:21])([CH3:19])[CH3:18])[CH2:15][CH:9]1[CH2:10][C:11](=[O:24])[CH2:12]2)[C:2]1[CH:7]=[CH:6][CH:5]=[CH:4][CH:3]=1.[BH4-].[Na+]. (2) Given the product [F:35][C:30]1[CH:31]=[CH:32][CH:33]=[CH:34][C:29]=1[CH2:28][N:26]1[C:25]2[CH2:36][CH2:37][CH2:38][C:24]=2[C:23]([C:20]2[N:19]=[C:18]([NH:39][C:40]3[C:45]([C:46]([NH2:47])=[O:49])=[CH:44][N:43]=[CH:42][CH:41]=3)[C:17]([O:16][CH2:15][CH2:14][OH:13])=[CH:22][N:21]=2)=[N:27]1, predict the reactants needed to synthesize it. The reactants are: S(=O)(=O)(O)O.[Si]([O:13][CH2:14][CH2:15][O:16][C:17]1[C:18]([NH:39][C:40]2[C:45]([C:46]#[N:47])=[CH:44][N:43]=[CH:42][CH:41]=2)=[N:19][C:20]([C:23]2[C:24]3[CH2:38][CH2:37][CH2:36][C:25]=3[N:26]([CH2:28][C:29]3[CH:34]=[CH:33][CH:32]=[CH:31][C:30]=3[F:35])[N:27]=2)=[N:21][CH:22]=1)(C(C)(C)C)(C)C.C(=O)([O-])[OH:49].[Na+]. (3) Given the product [CH3:16][O:15][C:13]([NH:12][CH:5]([C:6]1[CH:11]=[CH:10][CH:9]=[CH:8][N:7]=1)[C:4]([OH:17])=[O:3])=[O:14], predict the reactants needed to synthesize it. The reactants are: C([O:3][C:4](=[O:17])[CH:5]([NH:12][C:13]([O:15][CH3:16])=[O:14])[C:6]1[CH:11]=[CH:10][CH:9]=[CH:8][N:7]=1)C.[Li+].[OH-]. (4) Given the product [CH:25]([C:11]1[C:12](=[O:24])[NH:13][C:14](=[O:23])[N:15]([CH2:16][C:17]2[CH:18]=[CH:19][N:20]=[CH:21][CH:22]=2)[C:10]=1[O:9][C:8]1[CH:7]=[C:6]([CH:30]=[C:29]([CH3:31])[CH:28]=1)[CH:2]=[O:1])([CH3:27])[CH3:26], predict the reactants needed to synthesize it. The reactants are: [O:1]1CCO[CH:2]1[C:6]1[CH:7]=[C:8]([CH:28]=[C:29]([CH3:31])[CH:30]=1)[O:9][C:10]1[N:15]([CH2:16][C:17]2[CH:22]=[CH:21][N:20]=[CH:19][CH:18]=2)[C:14](=[O:23])[NH:13][C:12](=[O:24])[C:11]=1[CH:25]([CH3:27])[CH3:26].O.C1(C)C=CC(S(O)(=O)=O)=CC=1.C(=O)(O)[O-].[Na+]. (5) Given the product [NH2:1][C:2]1[CH:3]=[CH:4][C:5]([CH2:8][C@H:9]([NH:14][C:15]([O:17][C:18]([CH3:21])([CH3:20])[CH3:19])=[O:16])[C:10]([O:12][CH3:13])=[O:11])=[CH:6][C:7]=1[Cl:22], predict the reactants needed to synthesize it. The reactants are: [NH2:1][C:2]1[CH:7]=[CH:6][C:5]([CH2:8][C@H:9]([NH:14][C:15]([O:17][C:18]([CH3:21])([CH3:20])[CH3:19])=[O:16])[C:10]([O:12][CH3:13])=[O:11])=[CH:4][CH:3]=1.[Cl:22]N1C(=O)CCC1=O.